The task is: Predict the reactants needed to synthesize the given product.. This data is from Full USPTO retrosynthesis dataset with 1.9M reactions from patents (1976-2016). Given the product [N+:26]([C:23]1[CH:24]=[CH:25][C:20]([CH2:19][CH2:18][N:15]2[C:16]3[N:17]=[C:7]([CH2:6][C:4]4[N:3]=[CH:2][S:1][CH:5]=4)[NH:10][C:11]=3[C:12](=[O:33])[N:13]([CH2:30][CH2:31][CH3:32])[C:14]2=[O:29])=[CH:21][CH:22]=1)([O-:28])=[O:27], predict the reactants needed to synthesize it. The reactants are: [S:1]1[CH:5]=[C:4]([CH2:6][C:7](O)=O)[N:3]=[CH:2]1.[NH2:10][C:11]1[C:12](=[O:33])[N:13]([CH2:30][CH2:31][CH3:32])[C:14](=[O:29])[N:15]([CH2:18][CH2:19][C:20]2[CH:25]=[CH:24][C:23]([N+:26]([O-:28])=[O:27])=[CH:22][CH:21]=2)[C:16]=1[NH2:17].